This data is from Reaction yield outcomes from USPTO patents with 853,638 reactions. The task is: Predict the reaction yield, written as a fraction of the theoretical maximum amount of product (1.0 means a 100% yield; for example, 0.34 means a 34% yield). The reactants are [Br:1][C:2]1[CH:3]=[C:4]([C:14]([O-:16])=[O:15])[C:5]2[CH:6]=[N:7][N:8]([CH:11]([CH3:13])[CH3:12])[C:9]=2[CH:10]=1.O1CCCC1.[OH-].[Na+]. The catalyst is CO. The product is [Br:1][C:2]1[CH:3]=[C:4]([C:14]([OH:16])=[O:15])[C:5]2[CH:6]=[N:7][N:8]([CH:11]([CH3:12])[CH3:13])[C:9]=2[CH:10]=1. The yield is 0.940.